From a dataset of hERG channel blocking data for cardiac toxicity assessment. Regression/Classification. Given a drug SMILES string, predict its toxicity properties. Task type varies by dataset: regression for continuous values (e.g., LD50, hERG inhibition percentage) or binary classification for toxic/non-toxic outcomes (e.g., AMES mutagenicity, cardiotoxicity, hepatotoxicity). Dataset: herg. (1) The drug is C[C@H]1O[C@@H](O[C@H]2[C@@H](O)C[C@H](O[C@H]3[C@@H](O)C[C@H](O[C@H]4CC[C@]5(C)[C@H]6CC[C@]7(C)[C@@H](C8=CC(=O)OC8)CC[C@]7(O)[C@@H]6CC[C@@H]5C4)O[C@@H]3C)O[C@@H]2C)C[C@H](O)[C@@H]1O. The result is 1 (blocker). (2) The drug is CCN(CC)CC(=O)Nc1c(C)cccc1C. The result is 0 (non-blocker).